Task: Predict the product of the given reaction.. Dataset: Forward reaction prediction with 1.9M reactions from USPTO patents (1976-2016) (1) Given the reactants [CH3:1][C:2]([OH:13])([CH3:12])[CH2:3][N:4]1[CH:8]=[C:7]([N+:9]([O-])=O)[CH:6]=[N:5]1.[H][H], predict the reaction product. The product is: [NH2:9][C:7]1[CH:6]=[N:5][N:4]([CH2:3][C:2]([CH3:12])([OH:13])[CH3:1])[CH:8]=1. (2) Given the reactants [CH2:1]([O:8][N:9]1[C:15](=[O:16])[N:14]2[CH2:17][C@H:10]1[CH2:11][CH2:12][C@H:13]2[C:18]([OH:20])=O)[C:2]1[CH:7]=[CH:6][CH:5]=[CH:4][CH:3]=1.C(N1C=CN=C1)(N1C=CN=C1)=O.[CH:33]([NH:35][NH2:36])=[O:34], predict the reaction product. The product is: [CH2:1]([O:8][N:9]1[C:15](=[O:16])[N:14]2[CH2:17][C@H:10]1[CH2:11][CH2:12][C@H:13]2[C:18]([NH:36][NH:35][CH:33]=[O:34])=[O:20])[C:2]1[CH:3]=[CH:4][CH:5]=[CH:6][CH:7]=1. (3) Given the reactants [F:1][C:2]1[CH:22]=[CH:21][CH:20]=[C:19]([F:23])[C:3]=1[CH2:4][O:5][C:6]1[C:7]2[N:8]([C:12]([C:16]([OH:18])=O)=[C:13]([CH3:15])[N:14]=2)[CH:9]=[CH:10][CH:11]=1.CN(C(ON1N=NC2C=CC=NC1=2)=[N+](C)C)C.F[P-](F)(F)(F)(F)F.C(N(CC)C(C)C)(C)C.[CH:57]1([N:60]2[CH:65]3[CH2:66][CH2:67][CH2:68][CH:61]2[CH2:62][CH:63]([NH2:69])[CH2:64]3)[CH2:59][CH2:58]1, predict the reaction product. The product is: [CH:57]1([N:60]2[CH:65]3[CH2:66][CH2:67][CH2:68][CH:61]2[CH2:62][CH:63]([NH:69][C:16]([C:12]2[N:8]4[CH:9]=[CH:10][CH:11]=[C:6]([O:5][CH2:4][C:3]5[C:2]([F:1])=[CH:22][CH:21]=[CH:20][C:19]=5[F:23])[C:7]4=[N:14][C:13]=2[CH3:15])=[O:18])[CH2:64]3)[CH2:59][CH2:58]1.